This data is from Forward reaction prediction with 1.9M reactions from USPTO patents (1976-2016). The task is: Predict the product of the given reaction. (1) Given the reactants Cl[C:2]1[CH:3]=[CH:4][C:5]2[N:10]([CH2:11][O:12][CH2:13][CH2:14][Si:15]([CH3:18])([CH3:17])[CH3:16])[C:9](=[O:19])[CH2:8][N:7]([C:20]([NH:22][CH:23]([C:26]3[CH:31]=[CH:30][C:29]([O:32][C:33]([F:36])([F:35])[F:34])=[CH:28][CH:27]=3)[CH2:24][CH3:25])=[O:21])[C:6]=2[N:37]=1.O.[CH3:39][N:40](C)C=O, predict the reaction product. The product is: [C:39]([C:2]1[CH:3]=[CH:4][C:5]2[N:10]([CH2:11][O:12][CH2:13][CH2:14][Si:15]([CH3:18])([CH3:16])[CH3:17])[C:9](=[O:19])[CH2:8][N:7]([C:20]([NH:22][CH:23]([C:26]3[CH:27]=[CH:28][C:29]([O:32][C:33]([F:35])([F:36])[F:34])=[CH:30][CH:31]=3)[CH2:24][CH3:25])=[O:21])[C:6]=2[N:37]=1)#[N:40]. (2) Given the reactants [CH2:1]([O:8][C:9]1[CH:14]=[CH:13][C:12]([C:15]2[CH:20]=[C:19]([O:21][CH2:22][CH2:23][CH2:24][N:25]3[CH2:30][CH2:29][CH2:28][CH2:27][CH2:26]3)[N:18]=[N:17][C:16]=2[CH2:31][CH2:32][CH2:33][CH3:34])=[CH:11][CH:10]=1)[C:2]1[CH:7]=[CH:6][CH:5]=[CH:4][CH:3]=1.[ClH:35], predict the reaction product. The product is: [ClH:35].[ClH:35].[CH2:1]([O:8][C:9]1[CH:14]=[CH:13][C:12]([C:15]2[CH:20]=[C:19]([O:21][CH2:22][CH2:23][CH2:24][N:25]3[CH2:30][CH2:29][CH2:28][CH2:27][CH2:26]3)[N:18]=[N:17][C:16]=2[CH2:31][CH2:32][CH2:33][CH3:34])=[CH:11][CH:10]=1)[C:2]1[CH:3]=[CH:4][CH:5]=[CH:6][CH:7]=1. (3) The product is: [CH:2]([C@H:3]1[CH2:7][CH2:6][C:5](=[O:8])[N:4]1[CH2:9][C:10]#[C:11][C:12]1[S:16][C:15]([C:17]([O:19][CH3:20])=[O:18])=[CH:14][CH:13]=1)=[O:1]. Given the reactants [OH:1][CH2:2][C@H:3]1[CH2:7][CH2:6][C:5](=[O:8])[N:4]1[CH2:9][C:10]#[C:11][C:12]1[S:16][C:15]([C:17]([O:19][CH3:20])=[O:18])=[CH:14][CH:13]=1.CC(OI1(OC(C)=O)(OC(C)=O)OC(=O)C2C=CC=CC1=2)=O.ClCCl, predict the reaction product. (4) Given the reactants [Br:1][C:2]1[CH:10]=[CH:9][C:8]2[NH:7][N:6]=[CH:5][C:4]=2[C:3]=1[C:11]#[N:12].CC#N.[B-](F)(F)(F)[F:17].[B-](F)(F)(F)F.C1[N+]2(CCl)CC[N+](F)(CC2)C1, predict the reaction product. The product is: [Br:1][C:2]1[CH:10]=[CH:9][C:8]2[NH:7][N:6]=[C:5]([F:17])[C:4]=2[C:3]=1[C:11]#[N:12]. (5) Given the reactants Cl[C:2]1[C:12]([C:13]#[N:14])=[CH:11][C:5]([C:6]([O:8][CH2:9][CH3:10])=[O:7])=[C:4]([CH3:15])[N:3]=1.[CH2:16]([C:23]1[NH:24][C:25]([CH:28]2[CH2:33][CH2:32][NH:31][CH2:30][CH2:29]2)=[N:26][N:27]=1)[C:17]1[CH:22]=[CH:21][CH:20]=[CH:19][CH:18]=1.CCN(C(C)C)C(C)C.O1C=NN=C1.C([O-])(O)=O.[Na+], predict the reaction product. The product is: [CH2:16]([C:23]1[NH:24][C:25]([CH:28]2[CH2:33][CH2:32][N:31]([C:2]3[C:12]([C:13]#[N:14])=[CH:11][C:5]([C:6]([O:8][CH2:9][CH3:10])=[O:7])=[C:4]([CH3:15])[N:3]=3)[CH2:30][CH2:29]2)=[N:26][N:27]=1)[C:17]1[CH:18]=[CH:19][CH:20]=[CH:21][CH:22]=1. (6) The product is: [NH2:24][C:16]1[N:15]=[C:14]([C:11]2[CH:12]=[C:13]3[C:5]([C:41]4[CH:49]=[CH:48][C:44]([C:45]([OH:47])=[O:46])=[C:43]([F:50])[CH:42]=4)=[CH:6][NH:7][C:8]3=[N:9][CH:10]=2)[C:23]2[C:18]([CH:17]=1)=[CH:19][CH:20]=[CH:21][CH:22]=2. Given the reactants ClCCl.Br[C:5]1[C:13]2[C:8](=[N:9][CH:10]=[C:11]([C:14]3[C:23]4[C:18](=[CH:19][CH:20]=[CH:21][CH:22]=4)[CH:17]=[C:16]([NH:24]C(OC(C)(C)C)=O)[N:15]=3)[CH:12]=2)[N:7](C(OC(C)(C)C)=O)[CH:6]=1.OB(O)[C:41]1[CH:49]=[CH:48][C:44]([C:45]([OH:47])=[O:46])=[C:43]([F:50])[CH:42]=1.C(=O)([O-])[O-].[K+].[K+].Cl, predict the reaction product.